Dataset: Forward reaction prediction with 1.9M reactions from USPTO patents (1976-2016). Task: Predict the product of the given reaction. (1) Given the reactants Br[C:2]1[C:3]([CH3:8])=[N:4][O:5][C:6]=1[NH2:7].[C:9]([O:13][C:14]([N:16]1[CH2:21][CH2:20][N:19]([C:22]2[CH:27]=[CH:26][C:25](B(O)O)=[CH:24][CH:23]=2)[CH2:18][CH2:17]1)=[O:15])([CH3:12])([CH3:11])[CH3:10].C(=O)([O-])[O-].[Na+].[Na+].O, predict the reaction product. The product is: [NH2:7][C:6]1[O:5][N:4]=[C:3]([CH3:8])[C:2]=1[C:25]1[CH:24]=[CH:23][C:22]([N:19]2[CH2:18][CH2:17][N:16]([C:14]([O:13][C:9]([CH3:12])([CH3:11])[CH3:10])=[O:15])[CH2:21][CH2:20]2)=[CH:27][CH:26]=1. (2) Given the reactants [OH:1][CH2:2][C:3]1[S:7][C:6]([C:8]2[NH:12][C:11]([CH:13]([C:21]3[CH:29]=[CH:28][C:24]([C:25]([OH:27])=O)=[CH:23][CH:22]=3)[CH2:14][CH:15]3[CH2:20][CH2:19][O:18][CH2:17][CH2:16]3)=[CH:10][CH:9]=2)=[N:5][CH:4]=1.Cl.C(N=C=NC[CH2:37][CH2:38][N:39]([CH3:41])C)C.ON1C2C=CC=CC=2N=N1.N1CCC1, predict the reaction product. The product is: [N:39]1([C:25]([C:24]2[CH:28]=[CH:29][C:21]([CH:13]([C:11]3[NH:12][C:8]([C:6]4[S:7][C:3]([CH2:2][OH:1])=[CH:4][N:5]=4)=[CH:9][CH:10]=3)[CH2:14][CH:15]3[CH2:20][CH2:19][O:18][CH2:17][CH2:16]3)=[CH:22][CH:23]=2)=[O:27])[CH2:38][CH2:37][CH2:41]1. (3) Given the reactants C([O:5][C:6](=[O:20])[C:7]([S:10][C:11]1[S:12][CH:13]=[C:14]([CH2:16][C:17](O)=O)[N:15]=1)([CH3:9])[CH3:8])(C)(C)C.[Cl:21][C:22]1[CH:27]=[CH:26][C:25]([C:28]2[CH:32]=[C:31]([NH2:33])[N:30]([CH3:34])[N:29]=2)=[CH:24][CH:23]=1.FC(F)(F)C(O)=O, predict the reaction product. The product is: [Cl:21][C:22]1[CH:23]=[CH:24][C:25]([C:28]2[CH:32]=[C:31]([NH:33][CH2:17][CH2:16][C:14]3[N:15]=[C:11]([S:10][C:7]([CH3:8])([CH3:9])[C:6]([OH:5])=[O:20])[S:12][CH:13]=3)[N:30]([CH3:34])[N:29]=2)=[CH:26][CH:27]=1. (4) Given the reactants [O:1]=[C:2]1[CH:7]=[C:6]([CH2:8][C:9]2[C:10](=[O:16])[NH:11][C:12](=[S:15])[NH:13][CH:14]=2)[CH:5]=[CH:4][NH:3]1.[OH-].[K+].[CH3:19]I, predict the reaction product. The product is: [CH3:19][S:15][C:12]1[NH:13][CH:14]=[C:9]([CH2:8][C:6]2[CH:5]=[CH:4][NH:3][C:2](=[O:1])[CH:7]=2)[C:10](=[O:16])[N:11]=1. (5) Given the reactants [H-].[Al+3].[Li+].[H-].[H-].[H-].C([O:9][C:10]([C:12]1[CH:16]=[C:15]([C:17]2[CH:22]=[CH:21][CH:20]=[C:19]([Cl:23])[CH:18]=2)[O:14][N:13]=1)=O)C, predict the reaction product. The product is: [Cl:23][C:19]1[CH:18]=[C:17]([C:15]2[O:14][N:13]=[C:12]([CH2:10][OH:9])[CH:16]=2)[CH:22]=[CH:21][CH:20]=1.